Dataset: NCI-60 drug combinations with 297,098 pairs across 59 cell lines. Task: Regression. Given two drug SMILES strings and cell line genomic features, predict the synergy score measuring deviation from expected non-interaction effect. Drug 1: CN(C)N=NC1=C(NC=N1)C(=O)N. Drug 2: CC(C)(C#N)C1=CC(=CC(=C1)CN2C=NC=N2)C(C)(C)C#N. Cell line: HT29. Synergy scores: CSS=-0.570, Synergy_ZIP=-0.785, Synergy_Bliss=-2.95, Synergy_Loewe=-5.45, Synergy_HSA=-5.05.